Dataset: Reaction yield outcomes from USPTO patents with 853,638 reactions. Task: Predict the reaction yield, written as a fraction of the theoretical maximum amount of product (1.0 means a 100% yield; for example, 0.34 means a 34% yield). (1) The reactants are C(Cl)(Cl)Cl.[CH3:5][C:6]1[CH:7]=[C:8]([CH:13]2[C:17]([OH:18])=[C:16]([C:19]([CH3:21])=[O:20])[CH2:15][S:14]2)[CH:9]=[CH:10][C:11]=1[CH3:12].S(Cl)(Cl)(=O)=O.O. The catalyst is C(O)(C)C. The product is [CH3:5][C:6]1[CH:7]=[C:8]([C:13]2[S:14][CH:15]=[C:16]([C:19]([CH3:21])=[O:20])[C:17]=2[OH:18])[CH:9]=[CH:10][C:11]=1[CH3:12]. The yield is 0.200. (2) The reactants are CNCCNC.[Cl:7][C:8]1[CH:22]=[CH:21][C:11](/[CH:12]=[CH:13]/[C:14]2[N:19]=[CH:18][NH:17][C:16](=[O:20])[CH:15]=2)=[CH:10][CH:9]=1.Br[C:24]1[CH:38]=[CH:37][C:27]([O:28][CH2:29][C:30]2([OH:36])[CH2:33][C:32]([F:35])([F:34])[CH2:31]2)=[C:26]([O:39][CH3:40])[CH:25]=1.[O-]P([O-])([O-])=O.[K+].[K+].[K+]. The catalyst is CN(C=O)C.[Cu]I. The product is [Cl:7][C:8]1[CH:9]=[CH:10][C:11](/[CH:12]=[CH:13]/[C:14]2[N:19]=[CH:18][N:17]([C:24]3[CH:38]=[CH:37][C:27]([O:28][CH2:29][C:30]4([OH:36])[CH2:31][C:32]([F:35])([F:34])[CH2:33]4)=[C:26]([O:39][CH3:40])[CH:25]=3)[C:16](=[O:20])[CH:15]=2)=[CH:21][CH:22]=1. The yield is 0.109. (3) The reactants are [C:1]([O:5][C:6](=[O:15])[NH:7][C:8]1[S:12][C:11]([Br:13])=[N:10][C:9]=1[CH3:14])([CH3:4])([CH3:3])[CH3:2].[H-].[Na+].I[CH3:19].O. The catalyst is CN(C=O)C.C(OCC)(=O)C. The product is [C:1]([O:5][C:6](=[O:15])[N:7]([C:8]1[S:12][C:11]([Br:13])=[N:10][C:9]=1[CH3:14])[CH3:19])([CH3:4])([CH3:3])[CH3:2]. The yield is 0.540.